This data is from Full USPTO retrosynthesis dataset with 1.9M reactions from patents (1976-2016). The task is: Predict the reactants needed to synthesize the given product. (1) Given the product [N:1]([C:2]1[CH:11]=[CH:10][C:5]([C:6]([O:8][CH3:9])=[O:7])=[C:4]([F:12])[CH:3]=1)=[N+:17]=[N-:18], predict the reactants needed to synthesize it. The reactants are: [NH2:1][C:2]1[CH:11]=[CH:10][C:5]([C:6]([O:8][CH3:9])=[O:7])=[C:4]([F:12])[CH:3]=1.N([O-])=O.[Na+].[N-:17]=[N+:18]=[N-].[Na+]. (2) Given the product [Cl:8][C:6]1[CH:7]=[C:2]([NH:24][CH2:22][CH3:23])[C:3]2[N:4]([C:9]([C:12]([NH:14][C:15]3[CH:20]=[CH:19][N:18]=[CH:17][C:16]=3[F:21])=[O:13])=[CH:10][N:11]=2)[N:5]=1, predict the reactants needed to synthesize it. The reactants are: Br[C:2]1[C:3]2[N:4]([C:9]([C:12]([NH:14][C:15]3[CH:20]=[CH:19][N:18]=[CH:17][C:16]=3[F:21])=[O:13])=[CH:10][N:11]=2)[N:5]=[C:6]([Cl:8])[CH:7]=1.[CH2:22]([NH2:24])[CH3:23].CCN(C(C)C)C(C)C. (3) Given the product [CH2:1]=[CH:2][C:3]1[CH:8]=[CH:7][CH:6]=[CH:5][CH:4]=1.[CH:9]([C:11]1[CH:16]=[CH:15][CH:14]=[CH:13][N:12]=1)=[CH2:10], predict the reactants needed to synthesize it. The reactants are: [CH2:1]=[CH:2][C:3]1[CH:8]=[CH:7][CH:6]=[CH:5][CH:4]=1.[CH:9]([C:11]1[CH:16]=[CH:15][CH:14]=[CH:13][N:12]=1)=[CH2:10].